Dataset: Full USPTO retrosynthesis dataset with 1.9M reactions from patents (1976-2016). Task: Predict the reactants needed to synthesize the given product. (1) Given the product [C:1]([C:5]1[CH:28]=[CH:27][CH:26]=[CH:25][C:6]=1[O:7][CH2:8][CH2:9][N:10]([CH3:24])[C:11](=[O:23])[NH:12][C:13]1[C:18]([C:19]([OH:21])=[O:20])=[CH:17][N:16]=[CH:15][CH:14]=1)([CH3:4])([CH3:2])[CH3:3], predict the reactants needed to synthesize it. The reactants are: [C:1]([C:5]1[CH:28]=[CH:27][CH:26]=[CH:25][C:6]=1[O:7][CH2:8][CH2:9][N:10]([CH3:24])[C:11](=[O:23])[NH:12][C:13]1[C:18]([C:19]([O:21]C)=[O:20])=[CH:17][N:16]=[CH:15][CH:14]=1)([CH3:4])([CH3:3])[CH3:2].O[Li].O.Cl. (2) Given the product [NH2:23][C:19]1([C:16]2[CH:17]=[CH:18][C:13]([C:10]3[O:11][C:12]4[C:4]([C:1]([NH2:2])=[O:3])=[CH:5][CH:6]=[CH:7][C:8]=4[C:9]=3[C:31]3[CH:36]=[CH:35][CH:34]=[CH:33][CH:32]=3)=[CH:14][CH:15]=2)[CH2:20][CH2:21][CH2:22]1, predict the reactants needed to synthesize it. The reactants are: [C:1]([C:4]1[C:12]2[O:11][C:10]([C:13]3[CH:18]=[CH:17][C:16]([C:19]4([NH:23]C(=O)OC(C)(C)C)[CH2:22][CH2:21][CH2:20]4)=[CH:15][CH:14]=3)=[C:9]([C:31]3[CH:36]=[CH:35][CH:34]=[CH:33][CH:32]=3)[C:8]=2[CH:7]=[CH:6][CH:5]=1)(=[O:3])[NH2:2].Cl. (3) Given the product [Br:1][C:2]1[CH:7]=[CH:6][C:5]([O:8][CH:10]2[CH2:11][CH2:12][CH2:13][CH2:14][O:9]2)=[CH:4][N:3]=1, predict the reactants needed to synthesize it. The reactants are: [Br:1][C:2]1[CH:7]=[CH:6][C:5]([OH:8])=[CH:4][N:3]=1.[O:9]1[CH:14]=[CH:13][CH2:12][CH2:11][CH2:10]1.C1(C)C=CC(S(O)(=O)=O)=CC=1. (4) Given the product [OH:10][C:4]1([CH2:3][CH2:2][OH:1])[CH2:9][CH2:8][N:7]([C:19]2[CH:26]=[CH:25][C:22]([C:23]#[N:24])=[C:21]([C:27]([F:28])([F:30])[F:29])[CH:20]=2)[CH2:6][CH2:5]1, predict the reactants needed to synthesize it. The reactants are: [OH:1][CH2:2][CH2:3][C:4]1([OH:10])[CH2:9][CH2:8][NH:7][CH2:6][CH2:5]1.C(N(CC)CC)C.F[C:19]1[CH:26]=[CH:25][C:22]([C:23]#[N:24])=[C:21]([C:27]([F:30])([F:29])[F:28])[CH:20]=1. (5) Given the product [Cl:17][C:18]1[CH:26]=[CH:25][C:24]([N+:27]([O-:29])=[O:28])=[CH:23][C:19]=1[C:20]([N:11]1[CH2:12][CH2:13][N:8]([C:7]2[CH:6]=[CH:5][C:4]([C:14](=[O:16])[CH3:15])=[CH:3][C:2]=2[F:1])[CH2:9][CH2:10]1)=[O:21], predict the reactants needed to synthesize it. The reactants are: [F:1][C:2]1[CH:3]=[C:4]([C:14](=[O:16])[CH3:15])[CH:5]=[CH:6][C:7]=1[N:8]1[CH2:13][CH2:12][NH:11][CH2:10][CH2:9]1.[Cl:17][C:18]1[CH:26]=[CH:25][C:24]([N+:27]([O-:29])=[O:28])=[CH:23][C:19]=1[C:20](O)=[O:21]. (6) Given the product [CH2:3]=[C:30]1[CH2:34][N:33]([C:35]([O:37][C:38]([CH3:41])([CH3:40])[CH3:39])=[O:36])[C@H:32]([C:42]([O:44][CH3:45])=[O:43])[CH2:31]1, predict the reactants needed to synthesize it. The reactants are: [K].[Br-].[CH3:3][P+](C1C=CC=CC=1)(C1C=CC=CC=1)C1C=CC=CC=1.CC(C)([O-])C.[K+].O=[C:30]1[CH2:34][N:33]([C:35]([O:37][C:38]([CH3:41])([CH3:40])[CH3:39])=[O:36])[C@H:32]([C:42]([O:44][CH3:45])=[O:43])[CH2:31]1.Cl. (7) Given the product [F:19][C:4]([F:3])([F:18])[C:5]([O:7][S:21]([CH3:20])(=[O:23])=[O:22])([C:8]1[CH:13]=[CH:12][C:11]([O:14][CH2:15][O:16][CH3:17])=[CH:10][N:9]=1)[CH3:6], predict the reactants needed to synthesize it. The reactants are: [H-].[Na+].[F:3][C:4]([F:19])([F:18])[C:5]([C:8]1[CH:13]=[CH:12][C:11]([O:14][CH2:15][O:16][CH3:17])=[CH:10][N:9]=1)([OH:7])[CH3:6].[CH3:20][S:21](Cl)(=[O:23])=[O:22].C([O-])(O)=O.[Na+]. (8) Given the product [C:6]([O:10][C:11](=[O:12])[NH:1][C@@H:2]([CH3:5])[CH2:3][OH:4])([CH3:9])([CH3:8])[CH3:7], predict the reactants needed to synthesize it. The reactants are: [NH2:1][C@@H:2]([CH3:5])[CH2:3][OH:4].[C:6]([O:10][C:11](O[C:11]([O:10][C:6]([CH3:9])([CH3:8])[CH3:7])=[O:12])=[O:12])([CH3:9])([CH3:8])[CH3:7].